Dataset: hERG potassium channel inhibition data for cardiac toxicity prediction from Karim et al.. Task: Regression/Classification. Given a drug SMILES string, predict its toxicity properties. Task type varies by dataset: regression for continuous values (e.g., LD50, hERG inhibition percentage) or binary classification for toxic/non-toxic outcomes (e.g., AMES mutagenicity, cardiotoxicity, hepatotoxicity). Dataset: herg_karim. (1) The result is 0 (non-blocker). The compound is CC(C)(C)c1c(C(=O)NC2C3CC4CC(C3)CC2C4)cnn1-c1ccc(C(=O)O)cc1. (2) The drug is Nc1ccccc1NC(=O)c1ccc(N2CCC3(CCN(S(=O)(=O)c4ccccc4)C3)C2)nc1. The result is 0 (non-blocker). (3) The drug is COc1cccc2c1nc(N)n1nc(CN3CCN(c4ncc(C)s4)C[C@H]3C)nc21. The result is 0 (non-blocker).